Dataset: NCI-60 drug combinations with 297,098 pairs across 59 cell lines. Task: Regression. Given two drug SMILES strings and cell line genomic features, predict the synergy score measuring deviation from expected non-interaction effect. (1) Drug 1: CC1=C2C(C(=O)C3(C(CC4C(C3C(C(C2(C)C)(CC1OC(=O)C(C(C5=CC=CC=C5)NC(=O)OC(C)(C)C)O)O)OC(=O)C6=CC=CC=C6)(CO4)OC(=O)C)O)C)O. Drug 2: C#CCC(CC1=CN=C2C(=N1)C(=NC(=N2)N)N)C3=CC=C(C=C3)C(=O)NC(CCC(=O)O)C(=O)O. Cell line: KM12. Synergy scores: CSS=49.1, Synergy_ZIP=2.18, Synergy_Bliss=0.963, Synergy_Loewe=-17.3, Synergy_HSA=0.996. (2) Cell line: SK-MEL-5. Drug 1: C1=NC2=C(N=C(N=C2N1C3C(C(C(O3)CO)O)F)Cl)N. Drug 2: C(CC(=O)O)C(=O)CN.Cl. Synergy scores: CSS=12.5, Synergy_ZIP=-3.64, Synergy_Bliss=-0.363, Synergy_Loewe=-16.5, Synergy_HSA=2.26. (3) Cell line: HCC-2998. Synergy scores: CSS=22.1, Synergy_ZIP=-5.19, Synergy_Bliss=-2.49, Synergy_Loewe=-26.3, Synergy_HSA=-4.83. Drug 1: COC1=NC(=NC2=C1N=CN2C3C(C(C(O3)CO)O)O)N. Drug 2: CCN(CC)CCCC(C)NC1=C2C=C(C=CC2=NC3=C1C=CC(=C3)Cl)OC. (4) Drug 1: C1=CC(=C2C(=C1NCCNCCO)C(=O)C3=C(C=CC(=C3C2=O)O)O)NCCNCCO. Drug 2: CS(=O)(=O)OCCCCOS(=O)(=O)C. Cell line: SF-295. Synergy scores: CSS=65.1, Synergy_ZIP=-0.146, Synergy_Bliss=2.40, Synergy_Loewe=-3.07, Synergy_HSA=5.34. (5) Synergy scores: CSS=7.60, Synergy_ZIP=-3.09, Synergy_Bliss=0.302, Synergy_Loewe=-4.04, Synergy_HSA=-0.316. Cell line: A549. Drug 2: COCCOC1=C(C=C2C(=C1)C(=NC=N2)NC3=CC=CC(=C3)C#C)OCCOC.Cl. Drug 1: CC1=C(C=C(C=C1)NC(=O)C2=CC=C(C=C2)CN3CCN(CC3)C)NC4=NC=CC(=N4)C5=CN=CC=C5. (6) Drug 1: C1CN(CCN1C(=O)CCBr)C(=O)CCBr. Drug 2: C1CN(P(=O)(OC1)NCCCl)CCCl. Cell line: K-562. Synergy scores: CSS=32.0, Synergy_ZIP=0.746, Synergy_Bliss=-0.733, Synergy_Loewe=-12.0, Synergy_HSA=-1.40. (7) Drug 1: CC1=C2C(C(=O)C3(C(CC4C(C3C(C(C2(C)C)(CC1OC(=O)C(C(C5=CC=CC=C5)NC(=O)OC(C)(C)C)O)O)OC(=O)C6=CC=CC=C6)(CO4)OC(=O)C)OC)C)OC. Drug 2: CCC1(CC2CC(C3=C(CCN(C2)C1)C4=CC=CC=C4N3)(C5=C(C=C6C(=C5)C78CCN9C7C(C=CC9)(C(C(C8N6C)(C(=O)OC)O)OC(=O)C)CC)OC)C(=O)OC)O.OS(=O)(=O)O. Cell line: ACHN. Synergy scores: CSS=42.9, Synergy_ZIP=-5.38, Synergy_Bliss=-3.08, Synergy_Loewe=-3.97, Synergy_HSA=1.25. (8) Drug 1: C1=CN(C(=O)N=C1N)C2C(C(C(O2)CO)O)O.Cl. Drug 2: C1CCC(C(C1)N)N.C(=O)(C(=O)[O-])[O-].[Pt+4]. Cell line: NCI-H322M. Synergy scores: CSS=4.81, Synergy_ZIP=5.07, Synergy_Bliss=7.17, Synergy_Loewe=-0.208, Synergy_HSA=2.23.